Predict the product of the given reaction. From a dataset of Forward reaction prediction with 1.9M reactions from USPTO patents (1976-2016). (1) The product is: [CH3:9][C:2]1[NH:11][N:10]([C:12]2[N:17]=[C:16]([C:18]([F:20])([F:19])[F:21])[CH:15]=[CH:14][N:13]=2)[C:4](=[O:6])[CH:3]=1. Given the reactants O=[C:2]([CH3:9])[CH2:3][C:4]([O:6]CC)=O.[NH:10]([C:12]1[N:17]=[C:16]([C:18]([F:21])([F:20])[F:19])[CH:15]=[CH:14][N:13]=1)[NH2:11].C([O-])(=O)C.[Na+], predict the reaction product. (2) Given the reactants [CH3:1][S:2]([NH:5][CH2:6][C:7]1[C:15]2[S:14](=[O:17])(=[O:16])[N:13]=[C:12]([CH2:18][C:19]([OH:21])=O)[NH:11][C:10]=2[S:9][CH:8]=1)(=[O:4])=[O:3].F[P-](F)(F)(F)(F)F.N1([O:38][C:39](N(C)C)=[N+](C)C)C2N=CC=CC=2N=N1.CN1CCOCC1.C(OC(=O)[CH:57]([CH2:61][NH:62][CH2:63][C:64]1[CH:69]=[CH:68][C:67]([F:70])=[CH:66][CH:65]=1)[CH:58]([CH3:60])[CH3:59])C.[O-]CC.[Na+].C(O)C, predict the reaction product. The product is: [F:70][C:67]1[CH:66]=[CH:65][C:64]([CH2:63][N:62]2[CH2:61][CH:57]([CH:58]([CH3:59])[CH3:60])[C:19]([OH:21])=[C:18]([C:12]3[NH:11][C:10]4[S:9][CH:8]=[C:7]([CH2:6][NH:5][S:2]([CH3:1])(=[O:3])=[O:4])[C:15]=4[S:14](=[O:16])(=[O:17])[N:13]=3)[C:39]2=[O:38])=[CH:69][CH:68]=1. (3) Given the reactants [F:1][C:2]1[CH:3]=[C:4](I)[CH:5]=[C:6]2[C:11]=1[N:10]([CH2:12][CH2:13][O:14][Si:15]([C:18]([CH3:21])([CH3:20])[CH3:19])([CH3:17])[CH3:16])[CH:9]=[C:8]([C:22]([O:24][CH2:25][CH3:26])=[O:23])[C:7]2=[O:27].[Cl-].[Cl:30][C:31]1[C:38]([Cl:39])=[CH:37][CH:36]=[CH:35][C:32]=1[CH2:33][Zn+].[Cl-].[NH4+], predict the reaction product. The product is: [Cl:30][C:31]1[C:38]([Cl:39])=[CH:37][CH:36]=[CH:35][C:32]=1[CH2:33][C:4]1[CH:5]=[C:6]2[C:11](=[C:2]([F:1])[CH:3]=1)[N:10]([CH2:12][CH2:13][O:14][Si:15]([C:18]([CH3:21])([CH3:20])[CH3:19])([CH3:17])[CH3:16])[CH:9]=[C:8]([C:22]([O:24][CH2:25][CH3:26])=[O:23])[C:7]2=[O:27]. (4) Given the reactants [F:1][C:2]1[CH:14]=[CH:13][C:5]([CH2:6][C:7]2[S:11][C:10]([NH2:12])=[N:9][CH:8]=2)=[CH:4][CH:3]=1.[CH3:15][O:16][CH2:17][CH2:18]Br, predict the reaction product. The product is: [F:1][C:2]1[CH:14]=[CH:13][C:5]([CH2:6][C:7]2[S:11][C:10](=[NH:12])[N:9]([CH2:18][CH2:17][O:16][CH3:15])[CH:8]=2)=[CH:4][CH:3]=1.